From a dataset of Full USPTO retrosynthesis dataset with 1.9M reactions from patents (1976-2016). Predict the reactants needed to synthesize the given product. Given the product [CH3:9][O:10][C:11]1[CH:18]=[CH:17][C:14]([CH2:15][N:8]([CH2:15][C:14]2[CH:17]=[CH:18][C:11]([O:22][CH3:19])=[CH:12][CH:13]=2)[S:5]([CH2:1][CH2:2][CH:3]=[CH2:4])(=[O:7])=[O:6])=[CH:13][CH:12]=1, predict the reactants needed to synthesize it. The reactants are: [CH2:1]([S:5]([NH2:8])(=[O:7])=[O:6])[CH2:2][CH:3]=[CH2:4].[CH3:9][O:10][C:11]1[CH:18]=[CH:17][C:14]([CH2:15]Cl)=[CH:13][CH:12]=1.[C:19]([O-:22])([O-])=O.[K+].[K+].[I-].[Na+].